Regression. Given a peptide amino acid sequence and an MHC pseudo amino acid sequence, predict their binding affinity value. This is MHC class II binding data. From a dataset of Peptide-MHC class II binding affinity with 134,281 pairs from IEDB. (1) The peptide sequence is EERVERIKSEYMTSW. The MHC is DRB1_1301 with pseudo-sequence DRB1_1301. The binding affinity (normalized) is 0.563. (2) The peptide sequence is GNQEGSLKTALTGAM. The MHC is DRB1_0701 with pseudo-sequence DRB1_0701. The binding affinity (normalized) is 0.446.